Dataset: Reaction yield outcomes from USPTO patents with 853,638 reactions. Task: Predict the reaction yield, written as a fraction of the theoretical maximum amount of product (1.0 means a 100% yield; for example, 0.34 means a 34% yield). (1) The reactants are FC(F)(F)S(O[C:7]1[CH2:8][CH2:9][N:10]([C:13]([O:15][C:16]([CH3:19])([CH3:18])[CH3:17])=[O:14])[CH2:11][CH:12]=1)(=O)=O.[N+:22]([C:25]1[CH:30]=[CH:29][C:28](B(O)O)=[CH:27][CH:26]=1)([O-:24])=[O:23].C(=O)([O-])[O-].[Na+].[Na+].[Cl-].[Li+]. The catalyst is [Pd].C1(P(C2C=CC=CC=2)C2C=CC=CC=2)C=CC=CC=1.C1(P(C2C=CC=CC=2)C2C=CC=CC=2)C=CC=CC=1.C1(P(C2C=CC=CC=2)C2C=CC=CC=2)C=CC=CC=1.C1(P(C2C=CC=CC=2)C2C=CC=CC=2)C=CC=CC=1.COCCOC. The product is [N+:22]([C:25]1[CH:30]=[CH:29][C:28]([C:7]2[CH2:8][CH2:9][N:10]([C:13]([O:15][C:16]([CH3:19])([CH3:18])[CH3:17])=[O:14])[CH2:11][CH:12]=2)=[CH:27][CH:26]=1)([O-:24])=[O:23]. The yield is 0.599. (2) The reactants are [CH3:1][C:2]1[O:3][C:4]2[CH:10]=[CH:9][CH:8]=[C:7]([N+:11]([O-])=O)[C:5]=2[N:6]=1. The catalyst is C(O)(=O)C.C(OCC)(=O)C.[Fe]. The product is [NH2:11][C:7]1[C:5]2[N:6]=[C:2]([CH3:1])[O:3][C:4]=2[CH:10]=[CH:9][CH:8]=1. The yield is 0.690. (3) The reactants are [CH2:1]([Li])[CH2:2]CC.CCCCCC.C(NC(C)C)(C)C.[Cl:19][C:20]1[CH:21]=[CH:22][C:23]([C:26]([OH:28])=[O:27])=[N:24][CH:25]=1.BrCC. The catalyst is O1CCCC1.O. The product is [Cl:19][C:20]1[CH:21]=[C:22]([CH2:1][CH3:2])[C:23]([C:26]([OH:28])=[O:27])=[N:24][CH:25]=1. The yield is 0.100. (4) The reactants are [C:1]([O:4][CH2:5][C:6]([CH3:36])([CH3:35])[CH2:7][N:8]1[C:14]2[CH:15]=[CH:16][C:17]([Cl:19])=[CH:18][C:13]=2[C@@H:12]([C:20]2[CH:25]=[CH:24][CH:23]=[C:22]([O:26][CH3:27])[C:21]=2[O:28][CH3:29])[O:11][C@H:10]([CH2:30][C:31]([OH:33])=O)[C:9]1=[O:34])(=[O:3])[CH3:2].S(Cl)(Cl)=O.Cl.[NH2:42][C:43]1[CH:44]=[C:45]([CH2:49][CH2:50][CH2:51][C:52]([O:54][CH2:55][CH3:56])=[O:53])[CH:46]=[CH:47][CH:48]=1.C(N(CC)CC)C. The catalyst is O1CCCC1.O.CN(C)C=O. The product is [Cl:19][C:17]1[CH:16]=[CH:15][C:14]2[N:8]([CH2:7][C:6]([CH3:36])([CH3:35])[CH2:5][O:4][C:1](=[O:3])[CH3:2])[C:9](=[O:34])[C@@H:10]([CH2:30][C:31]([NH:42][C:43]3[CH:44]=[C:45]([CH2:49][CH2:50][CH2:51][C:52]([O:54][CH2:55][CH3:56])=[O:53])[CH:46]=[CH:47][CH:48]=3)=[O:33])[O:11][C@H:12]([C:20]3[CH:25]=[CH:24][CH:23]=[C:22]([O:26][CH3:27])[C:21]=3[O:28][CH3:29])[C:13]=2[CH:18]=1. The yield is 0.590. (5) The reactants are [C:1]([C:4]1[CH:9]=[N:8][N:7]2[CH:10]=[C:11]([C:13]3[O:14][C:15]([S:18][CH3:19])=[N:16][N:17]=3)[CH:12]=[C:6]2[C:5]=1[NH:20][C@@H:21]1[CH2:25][CH2:24][C@@:23]([NH:27][C:28](=[O:34])[O:29][C:30]([CH3:33])([CH3:32])[CH3:31])([CH3:26])[C:22]1([CH3:36])[CH3:35])(=[O:3])[NH2:2].[OH:37]OS([O-])=O.[K+]. The catalyst is CC(C)=O.O.CCOC(C)=O. The product is [C:1]([C:4]1[CH:9]=[N:8][N:7]2[CH:10]=[C:11]([C:13]3[O:14][C:15]([S:18]([CH3:19])=[O:37])=[N:16][N:17]=3)[CH:12]=[C:6]2[C:5]=1[NH:20][C@@H:21]1[CH2:25][CH2:24][C@@:23]([NH:27][C:28](=[O:34])[O:29][C:30]([CH3:33])([CH3:32])[CH3:31])([CH3:26])[C:22]1([CH3:36])[CH3:35])(=[O:3])[NH2:2]. The yield is 0.230. (6) The reactants are COC1C=CC(C[N:8](CC2C=CC(OC)=CC=2)[C:9]2[N:14]=[C:13]([C:15]3[C:16]([NH:28][C:29]4[CH:30]=[N:31][C:32]([O:35][CH3:36])=[CH:33][CH:34]=4)=[N:17][CH:18]=[C:19]([CH2:21][N:22]4[CH2:27][CH2:26][S:25][CH2:24][CH2:23]4)[CH:20]=3)[N:12]=[C:11]([CH3:37])[N:10]=2)=CC=1. The yield is 0.550. The product is [CH3:36][O:35][C:32]1[N:31]=[CH:30][C:29]([NH:28][C:16]2[C:15]([C:13]3[N:12]=[C:11]([CH3:37])[N:10]=[C:9]([NH2:8])[N:14]=3)=[CH:20][C:19]([CH2:21][N:22]3[CH2:27][CH2:26][S:25][CH2:24][CH2:23]3)=[CH:18][N:17]=2)=[CH:34][CH:33]=1. The catalyst is C(O)(C(F)(F)F)=O.OS(C(F)(F)F)(=O)=O. (7) The reactants are C(O[CH:4]=[C:5]([C:11]([O:13]CC)=O)[C:6]([O:8][CH2:9][CH3:10])=[O:7])C.[C:16]([O:19][CH2:20][CH:21]1[CH2:29][C:28]2[C:23](=[CH:24][CH:25]=[C:26]([I:30])[CH:27]=2)[NH:22]1)(=[O:18])[CH3:17]. No catalyst specified. The product is [C:16]([O:19][CH2:20][CH:21]1[N:22]2[C:23]3[C:24]([C:11](=[O:13])[C:5]([C:6]([O:8][CH2:9][CH3:10])=[O:7])=[CH:4]2)=[CH:25][C:26]([I:30])=[CH:27][C:28]=3[CH2:29]1)(=[O:18])[CH3:17]. The yield is 0.880.